This data is from Reaction yield outcomes from USPTO patents with 853,638 reactions. The task is: Predict the reaction yield, written as a fraction of the theoretical maximum amount of product (1.0 means a 100% yield; for example, 0.34 means a 34% yield). (1) The reactants are Cl.[Br:2][C:3]1[CH:8]=[CH:7][C:6]([NH:9][NH2:10])=[CH:5][CH:4]=1.[O:11]([C:13]#[N:14])[K]. The catalyst is O. The product is [Br:2][C:3]1[CH:8]=[CH:7][C:6]([NH:9][NH:10][C:13]([NH2:14])=[O:11])=[CH:5][CH:4]=1. The yield is 0.840. (2) The reactants are [C:1]([O:5][C:6]([N:8]1[CH2:11][C:10]([C:13]2[N:14]([CH3:39])[C:15]3[C:20]([N:21]=2)=[C:19]([N:22]2[CH2:27][CH2:26][O:25][CH2:24][CH2:23]2)[N:18]=[C:17]([N:28]2[C:32]4[CH:33]=[CH:34][CH:35]=[CH:36][C:31]=4[N:30]=[C:29]2[CH2:37][CH3:38])[N:16]=3)(O)[CH2:9]1)=[O:7])([CH3:4])([CH3:3])[CH3:2].COCCN(S(F)(F)[F:50])CCOC. The catalyst is C1COCC1. The product is [CH2:37]([C:29]1[N:28]([C:17]2[N:16]=[C:15]3[C:20]([N:21]=[C:13]([C:10]4([F:50])[CH2:11][N:8]([C:6]([O:5][C:1]([CH3:4])([CH3:3])[CH3:2])=[O:7])[CH2:9]4)[N:14]3[CH3:39])=[C:19]([N:22]3[CH2:27][CH2:26][O:25][CH2:24][CH2:23]3)[N:18]=2)[C:32]2[CH:33]=[CH:34][CH:35]=[CH:36][C:31]=2[N:30]=1)[CH3:38]. The yield is 0.790. (3) The reactants are C[N+:2]([O-])([C:10]1[CH:15]=[CH:14][CH:13]=[CH:12]N=1)[C:3](=[O:9])[O:4][C:5]([CH3:8])([CH3:7])[CH3:6].C[Si](C#[N:22])(C)C.CN(C)C(Cl)=O.[N+:29]([CH2:32][CH3:33])([O-])=O. No catalyst specified. The product is [C:32]([C:33]1[N:22]=[C:15]([CH2:10][NH:2][C:3](=[O:9])[O:4][C:5]([CH3:8])([CH3:7])[CH3:6])[CH:14]=[CH:13][CH:12]=1)#[N:29]. The yield is 0.770.